Dataset: Full USPTO retrosynthesis dataset with 1.9M reactions from patents (1976-2016). Task: Predict the reactants needed to synthesize the given product. Given the product [C:12]1([C:18]2[O:22][N:21]=[CH:20][C:19]=2[C:23]([N:1]2[CH2:5][CH2:4][CH:3]([C:6]3[CH:7]=[N:8][CH:9]=[CH:10][CH:11]=3)[CH2:2]2)=[O:24])[CH:13]=[CH:14][CH:15]=[CH:16][CH:17]=1, predict the reactants needed to synthesize it. The reactants are: [NH:1]1[CH2:5][CH2:4][CH:3]([C:6]2[CH:7]=[N:8][CH:9]=[CH:10][CH:11]=2)[CH2:2]1.[C:12]1([C:18]2[O:22][N:21]=[CH:20][C:19]=2[C:23](O)=[O:24])[CH:17]=[CH:16][CH:15]=[CH:14][CH:13]=1.ON1C2C=CC=CC=2N=N1.Cl.C(N=C=NCCCN(C)C)C.